Dataset: Reaction yield outcomes from USPTO patents with 853,638 reactions. Task: Predict the reaction yield, written as a fraction of the theoretical maximum amount of product (1.0 means a 100% yield; for example, 0.34 means a 34% yield). (1) The reactants are [CH3:1][O:2][C:3]1[CH:4]=[C:5]([NH2:15])[CH:6]=[CH:7][C:8]=1[N:9]1[CH:13]=[C:12]([CH3:14])[N:11]=[CH:10]1.Cl[C:17]1[N:22]=[C:21]([N:23]([CH3:27])[CH2:24][CH2:25][OH:26])[CH:20]=[C:19]([CH3:28])[N:18]=1. No catalyst specified. The product is [CH3:1][O:2][C:3]1[CH:4]=[C:5]([NH:15][C:17]2[N:22]=[C:21]([N:23]([CH3:27])[CH2:24][CH2:25][OH:26])[CH:20]=[C:19]([CH3:28])[N:18]=2)[CH:6]=[CH:7][C:8]=1[N:9]1[CH:13]=[C:12]([CH3:14])[N:11]=[CH:10]1. The yield is 0.570. (2) The reactants are [C:1]([O:7][CH3:8])(=[O:6])[CH2:2][C:3]([CH3:5])=[O:4].B(O)(O)O.[CH2:13](O)[CH2:14][C:15]#C.C(OC)(=O)CC(C)=O.C1(C)C=CC=CC=1. The catalyst is C1(C)C=CC=CC=1. The product is [O:4]=[C:3]([CH3:5])[CH2:2][C:1]([O:7][CH2:8][CH2:15][C:14]#[CH:13])=[O:6]. The yield is 0.730. (3) The reactants are [Cl:1][C:2]1[CH:3]=[C:4]([CH:8]([C:16]2([OH:22])[CH2:21][CH2:20][CH2:19][CH2:18][CH2:17]2)[CH2:9][N:10]2[CH2:15][CH2:14][NH:13][CH2:12][CH2:11]2)[CH:5]=[CH:6][CH:7]=1.[ClH:23].C(OCC)C. The catalyst is CO. The product is [ClH:1].[ClH:23].[Cl:1][C:2]1[CH:3]=[C:4]([CH:8]([C:16]2([OH:22])[CH2:17][CH2:18][CH2:19][CH2:20][CH2:21]2)[CH2:9][N:10]2[CH2:15][CH2:14][NH:13][CH2:12][CH2:11]2)[CH:5]=[CH:6][CH:7]=1. The yield is 0.600. (4) The reactants are [CH3:1][O:2][C:3]1[CH:16]=[CH:15][CH:14]=[C:13]2[C:4]=1[S:5][C:6]1[CH:7]=[CH:8][C:9]([N+:18]([O-:20])=[O:19])=[CH:10][C:11]=1[C:12]2=O.B.C1COCC1. The catalyst is O1CCCC1. The product is [CH3:1][O:2][C:3]1[CH:16]=[CH:15][CH:14]=[C:13]2[C:4]=1[S:5][C:6]1[CH:7]=[CH:8][C:9]([N+:18]([O-:20])=[O:19])=[CH:10][C:11]=1[CH2:12]2. The yield is 0.500.